Dataset: Reaction yield outcomes from USPTO patents with 853,638 reactions. Task: Predict the reaction yield, written as a fraction of the theoretical maximum amount of product (1.0 means a 100% yield; for example, 0.34 means a 34% yield). (1) The reactants are [Cl:1][C:2]1[N:3]=[C:4]([C:9]([NH:11][C@H:12]2[CH2:17][CH2:16][NH:15][CH2:14][C@H:13]2[NH:18][CH2:19][CH2:20][CH3:21])=[O:10])[NH:5][C:6]=1[CH2:7][CH3:8].Br[C:23]1[S:24][C:25]([C:29]([O:31][CH2:32][CH3:33])=[O:30])=[C:26]([CH3:28])[N:27]=1.C(=O)([O-])[O-].[Na+].[Na+]. No catalyst specified. The product is [Cl:1][C:2]1[N:3]=[C:4]([C:9]([NH:11][C@H:12]2[CH2:17][CH2:16][N:15]([C:23]3[S:24][C:25]([C:29]([O:31][CH2:32][CH3:33])=[O:30])=[C:26]([CH3:28])[N:27]=3)[CH2:14][C@H:13]2[NH:18][CH2:19][CH2:20][CH3:21])=[O:10])[NH:5][C:6]=1[CH2:7][CH3:8]. The yield is 0.650. (2) The reactants are [F:1][C:2]1[CH:30]=[C:29]([N+:31]([O-])=O)[CH:28]=[CH:27][C:3]=1[O:4][C:5]1[CH:10]=[CH:9][N:8]=[C:7]2[CH:11]=[C:12]([C:14]3[CH:15]=[N:16][N:17]([CH2:19][CH2:20][N:21]4[CH2:25][CH2:24][CH2:23][C:22]4=[O:26])[CH:18]=3)[S:13][C:6]=12.[Cl-].[NH4+]. The yield is 1.00. The product is [NH2:31][C:29]1[CH:28]=[CH:27][C:3]([O:4][C:5]2[CH:10]=[CH:9][N:8]=[C:7]3[CH:11]=[C:12]([C:14]4[CH:15]=[N:16][N:17]([CH2:19][CH2:20][N:21]5[CH2:25][CH2:24][CH2:23][C:22]5=[O:26])[CH:18]=4)[S:13][C:6]=23)=[C:2]([F:1])[CH:30]=1. The catalyst is CO.[Zn]. (3) No catalyst specified. The reactants are Br[C:2]1[CH:3]=[C:4]([N:8]2[C:16]3[CH2:15][CH2:14][N:13]([S:17]([CH3:20])(=[O:19])=[O:18])[CH2:12][C:11]=3[C:10]([C:21]([O:23][CH2:24][CH3:25])=[O:22])=[N:9]2)[CH:5]=[CH:6][CH:7]=1.[C:26]([C@:28]1([OH:35])[CH2:32][CH2:31][N:30]([CH3:33])[C:29]1=[O:34])#[CH:27]. The yield is 0.590. The product is [OH:35][C@@:28]1([C:26]#[C:27][C:2]2[CH:3]=[C:4]([N:8]3[C:16]4[CH2:15][CH2:14][N:13]([S:17]([CH3:20])(=[O:18])=[O:19])[CH2:12][C:11]=4[C:10]([C:21]([O:23][CH2:24][CH3:25])=[O:22])=[N:9]3)[CH:5]=[CH:6][CH:7]=2)[CH2:32][CH2:31][N:30]([CH3:33])[C:29]1=[O:34]. (4) No catalyst specified. The yield is 0.450. The reactants are [N:1]1([C:7]2[C:8]3[N:16]=[C:15]([C:17]4[CH:18]=[N:19][CH:20]=[CH:21][CH:22]=4)[S:14][C:9]=3[N:10]=[C:11]([NH2:13])[N:12]=2)[CH2:6][CH2:5][NH:4][CH2:3][CH2:2]1.[Cl:23][C:24]1[CH:36]=[CH:35][C:27]([O:28][C:29]([CH3:34])([CH3:33])[C:30](O)=[O:31])=[CH:26][CH:25]=1. The product is [NH2:13][C:11]1[N:12]=[C:7]([N:1]2[CH2:6][CH2:5][N:4]([C:30](=[O:31])[C:29]([O:28][C:27]3[CH:35]=[CH:36][C:24]([Cl:23])=[CH:25][CH:26]=3)([CH3:34])[CH3:33])[CH2:3][CH2:2]2)[C:8]2[N:16]=[C:15]([C:17]3[CH:18]=[N:19][CH:20]=[CH:21][CH:22]=3)[S:14][C:9]=2[N:10]=1. (5) The reactants are C(OC([N:8]1[CH2:12][C@H:11]([S:13][C:14](=[O:16])[CH3:15])[CH2:10][C@H:9]1[C:17](=[O:35])[N:18]([CH2:20][C:21](=[O:34])[N:22]([C:24]1[CH:29]=[CH:28][C:27]([C:30]([O:32][CH3:33])=[O:31])=[CH:26][CH:25]=1)[CH3:23])[CH3:19])=O)(C)(C)C.C(O)(C(F)(F)F)=O. The catalyst is C(Cl)Cl. The product is [CH3:33][O:32][C:30](=[O:31])[C:27]1[CH:28]=[CH:29][C:24]([N:22]([C:21](=[O:34])[CH2:20][N:18]([C:17]([C@@H:9]2[CH2:10][C@@H:11]([S:13][C:14](=[O:16])[CH3:15])[CH2:12][NH:8]2)=[O:35])[CH3:19])[CH3:23])=[CH:25][CH:26]=1. The yield is 0.930. (6) The reactants are C[Al](C)C.[F:5][C:6]([F:10])([F:9])[CH2:7][NH2:8].C[O:12][C:13](=O)[C:14]1[CH:19]=[CH:18][C:17]([O:20][CH2:21][C:22]2[C:23]([C:28]3[CH:33]=[CH:32][C:31]([F:34])=[C:30]([F:35])[CH:29]=3)=[N:24][O:25][C:26]=2[CH3:27])=[N:16][CH:15]=1.O. The catalyst is O1CCOCC1. The product is [F:35][C:30]1[CH:29]=[C:28]([C:23]2[C:22]([CH2:21][O:20][C:17]3[CH:18]=[CH:19][C:14]([C:13]([NH:8][CH2:7][C:6]([F:10])([F:9])[F:5])=[O:12])=[CH:15][N:16]=3)=[C:26]([CH3:27])[O:25][N:24]=2)[CH:33]=[CH:32][C:31]=1[F:34]. The yield is 0.630. (7) The reactants are [Cl:1][C:2]1[CH:7]=[CH:6][C:5]([I:8])=[CH:4][C:3]=1[OH:9].[CH3:10][O:11][C:12]1[CH:19]=[CH:18][C:15]([CH2:16]Cl)=[CH:14][CH:13]=1.C([O-])([O-])=O.[K+].[K+].CCOCC.O. The catalyst is CN(C=O)C.CCCCC. The product is [CH3:10][O:11][C:12]1[CH:19]=[CH:18][C:15]([CH2:16][O:9][C:3]2[CH:4]=[C:5]([I:8])[CH:6]=[CH:7][C:2]=2[Cl:1])=[CH:14][CH:13]=1. The yield is 0.920.